Dataset: Catalyst prediction with 721,799 reactions and 888 catalyst types from USPTO. Task: Predict which catalyst facilitates the given reaction. (1) Reactant: I[C:2]1[CH:11]=[CH:10][CH:9]=[CH:8][C:3]=1[C:4]([O:6][CH3:7])=[O:5].CS(C)=O.Br[C:17]([F:24])([F:23])[C:18]([O:20][CH2:21][CH3:22])=[O:19]. Product: [CH2:21]([O:20][C:18](=[O:19])[C:17]([C:2]1[CH:11]=[CH:10][CH:9]=[CH:8][C:3]=1[C:4]([O:6][CH3:7])=[O:5])([F:24])[F:23])[CH3:22]. The catalyst class is: 536. (2) The catalyst class is: 9. Product: [C:12]([O:16][C:17]([N:19]1[CH2:20][CH2:21][CH:22]([N:25]([CH2:2][C:3]2[C:11]3[C:7](=[N:8][S:9][N:10]=3)[CH:6]=[CH:5][CH:4]=2)[CH2:26][CH:27]([CH3:29])[CH3:28])[CH2:23][CH2:24]1)=[O:18])([CH3:15])([CH3:14])[CH3:13]. Reactant: Br[CH2:2][C:3]1[C:11]2[C:7](=[N:8][S:9][N:10]=2)[CH:6]=[CH:5][CH:4]=1.[C:12]([O:16][C:17]([N:19]1[CH2:24][CH2:23][CH:22]([NH:25][CH2:26][CH:27]([CH3:29])[CH3:28])[CH2:21][CH2:20]1)=[O:18])([CH3:15])([CH3:14])[CH3:13].C(=O)([O-])[O-].[K+].[K+].[I-].[Na+].C(=O)(O)[O-].[Na+]. (3) Reactant: [F:1][C:2]1[CH:7]=[CH:6][CH:5]=[C:4]([F:8])[C:3]=1[CH:9]=[CH:10][C:11]([NH:13][C@H:14]([C:25]([O:27]C)=[O:26])[CH2:15][C:16]1[C:24]2[C:19](=[CH:20][CH:21]=[CH:22][CH:23]=2)[NH:18][CH:17]=1)=[O:12].[OH-].[Na+:30]. Product: [F:1][C:2]1[CH:7]=[CH:6][CH:5]=[C:4]([F:8])[C:3]=1[CH:9]=[CH:10][C:11]([NH:13][C@H:14]([C:25]([O-:27])=[O:26])[CH2:15][C:16]1[C:24]2[C:19](=[CH:20][CH:21]=[CH:22][CH:23]=2)[NH:18][CH:17]=1)=[O:12].[Na+:30]. The catalyst class is: 5. (4) Reactant: [CH3:1][Si:2]([CH3:11])([O:7][CH2:8][CH2:9][SH:10])[O:3][CH2:4][CH2:5][SH:6].C(N(CC)CC)C.ClC([SiH2][C:23]1[CH:28]=[CH:27]C=[CH:25][CH:24]=1)Cl.SCCO. Product: [CH3:1][Si:2]([C:11]1[CH:27]=[CH:28][CH:23]=[CH:24][CH:25]=1)([O:3][CH2:4][CH2:5][SH:6])[O:7][CH2:8][CH2:9][SH:10]. The catalyst class is: 28. (5) Reactant: [O-]CC.[Na+].C([O:7][C:8](=O)[CH2:9][C:10]([N:12]([C:14]1[CH:19]=[C:18]([O:20][CH3:21])[CH:17]=[CH:16][C:15]=1[NH2:22])[CH3:13])=[O:11])C. Product: [CH3:21][O:20][C:18]1[CH:17]=[CH:16][C:15]2[NH:22][C:8](=[O:7])[CH2:9][C:10](=[O:11])[N:12]([CH3:13])[C:14]=2[CH:19]=1. The catalyst class is: 8. (6) Reactant: [N-:1]=[N+:2]=[N-:3].[Na+].[CH3:5][O:6][C:7]1[CH:48]=[CH:47][C:10]([CH2:11][N:12]([CH2:38][C:39]2[CH:44]=[CH:43][C:42]([O:45][CH3:46])=[CH:41][CH:40]=2)[C:13]2[N:18]=[C:17]([C:19]3[C:20]([NH:28][C:29]4[CH:30]=[N:31][C:32]([O:35][CH3:36])=[CH:33][CH:34]=4)=[N:21][CH:22]=[C:23]([C:25]([CH3:27])=[CH2:26])[CH:24]=3)[N:16]=[C:15]([CH3:37])[N:14]=2)=[CH:9][CH:8]=1.FC(F)(F)C(O)=O.[OH-].[Na+]. Product: [N:1]([C:25]([C:23]1[CH:24]=[C:19]([C:17]2[N:16]=[C:15]([CH3:37])[N:14]=[C:13]([N:12]([CH2:11][C:10]3[CH:9]=[CH:8][C:7]([O:6][CH3:5])=[CH:48][CH:47]=3)[CH2:38][C:39]3[CH:44]=[CH:43][C:42]([O:45][CH3:46])=[CH:41][CH:40]=3)[N:18]=2)[C:20]([NH:28][C:29]2[CH:30]=[N:31][C:32]([O:35][CH3:36])=[CH:33][CH:34]=2)=[N:21][CH:22]=1)([CH3:27])[CH3:26])=[N+:2]=[N-:3]. The catalyst class is: 22. (7) Reactant: Br[C:2](Br)=[CH:3][CH:4]1[CH2:7][CH:6]([CH2:8][CH:9]([CH2:12][CH3:13])[CH2:10][CH3:11])[CH2:5]1.C([Li])CCC.[Si:20]([O:37][CH2:38][CH2:39][CH:40]([C:49](=[O:54])NCOC)[CH2:41][C:42]([O:44][C:45]([CH3:48])([CH3:47])[CH3:46])=[O:43])([C:33]([CH3:36])([CH3:35])[CH3:34])([C:27]1[CH:32]=[CH:31][CH:30]=[CH:29][CH:28]=1)[C:21]1[CH:26]=[CH:25][CH:24]=[CH:23][CH:22]=1.[Cl-].[NH4+]. Product: [Si:20]([O:37][CH2:38][CH2:39][CH:40]([C:49](=[O:54])[C:2]#[C:3][CH:4]1[CH2:7][CH:6]([CH2:8][CH:9]([CH2:12][CH3:13])[CH2:10][CH3:11])[CH2:5]1)[CH2:41][C:42]([O:44][C:45]([CH3:48])([CH3:47])[CH3:46])=[O:43])([C:33]([CH3:34])([CH3:36])[CH3:35])([C:27]1[CH:32]=[CH:31][CH:30]=[CH:29][CH:28]=1)[C:21]1[CH:22]=[CH:23][CH:24]=[CH:25][CH:26]=1. The catalyst class is: 7. (8) Reactant: [ClH:1].[ClH:2].[CH3:3][O:4][C:5]1[CH:6]=[C:7]([N:11]2[CH2:16][CH2:15][NH:14][CH2:13][CH2:12]2)[CH:8]=[CH:9][CH:10]=1.[Cl:17]N1C(=O)CCC1=O. Product: [ClH:17].[Cl:1][C:8]1[CH:9]=[C:10]([Cl:2])[C:5]([O:4][CH3:3])=[CH:6][C:7]=1[N:11]1[CH2:16][CH2:15][NH:14][CH2:13][CH2:12]1. The catalyst class is: 86. (9) The catalyst class is: 17. Product: [NH2:1][C:2]1[CH:7]=[CH:6][C:5]([C:8]2([CH3:22])[C:17](=[O:18])[C:16]3[C:11](=[CH:12][C:13]([N:27]4[CH2:28][CH2:29][N:24]([CH3:23])[CH2:25][CH2:26]4)=[CH:14][C:15]=3[Cl:19])[NH:10][C:9]2=[O:21])=[CH:4][CH:3]=1. Reactant: [NH2:1][C:2]1[CH:7]=[CH:6][C:5]([C:8]2([CH3:22])[C:17](=[O:18])[C:16]3[C:11](=[CH:12][C:13](Cl)=[CH:14][C:15]=3[Cl:19])[NH:10][C:9]2=[O:21])=[CH:4][CH:3]=1.[CH3:23][N:24]1[CH2:29][CH2:28][NH:27][CH2:26][CH2:25]1. (10) Reactant: [CH3:1][O:2][CH2:3][CH2:4][O:5][C:6]1[CH:7]=[C:8]2[C:12](=[C:13]([NH:15][S:16]([C:19]3[S:20][CH:21]=[CH:22][CH:23]=3)(=[O:18])=[O:17])[CH:14]=1)[NH:11][C:10]([C:24]([O:26][CH2:27][CH3:28])=[O:25])=[CH:9]2.[C:29](=O)([O-])[O-].[K+].[K+].CN(C)C=O.CI. Product: [CH3:1][O:2][CH2:3][CH2:4][O:5][C:6]1[CH:7]=[C:8]2[C:12](=[C:13]([N:15]([CH3:29])[S:16]([C:19]3[S:20][CH:21]=[CH:22][CH:23]=3)(=[O:17])=[O:18])[CH:14]=1)[NH:11][C:10]([C:24]([O:26][CH2:27][CH3:28])=[O:25])=[CH:9]2. The catalyst class is: 6.